Dataset: Peptide-MHC class I binding affinity with 185,985 pairs from IEDB/IMGT. Task: Regression. Given a peptide amino acid sequence and an MHC pseudo amino acid sequence, predict their binding affinity value. This is MHC class I binding data. (1) The peptide sequence is NMYELQKLN. The MHC is Mamu-B08 with pseudo-sequence Mamu-B08. The binding affinity (normalized) is 0. (2) The peptide sequence is RANNNRLPK. The MHC is HLA-A02:06 with pseudo-sequence HLA-A02:06. The binding affinity (normalized) is 0.0847. (3) The peptide sequence is ITDEINQIK. The MHC is HLA-B39:01 with pseudo-sequence HLA-B39:01. The binding affinity (normalized) is 0.0847. (4) The peptide sequence is LMSGKDVFY. The MHC is HLA-A30:02 with pseudo-sequence HLA-A30:02. The binding affinity (normalized) is 0.316.